This data is from CYP2C19 inhibition data for predicting drug metabolism from PubChem BioAssay. The task is: Regression/Classification. Given a drug SMILES string, predict its absorption, distribution, metabolism, or excretion properties. Task type varies by dataset: regression for continuous measurements (e.g., permeability, clearance, half-life) or binary classification for categorical outcomes (e.g., BBB penetration, CYP inhibition). Dataset: cyp2c19_veith. (1) The molecule is CCCCNc1cc(=O)oc2ccccc12. The result is 1 (inhibitor). (2) The drug is CN(C)c1ccc(/C=N/NC(=S)NCc2ccccc2)cc1. The result is 1 (inhibitor).